Dataset: Reaction yield outcomes from USPTO patents with 853,638 reactions. Task: Predict the reaction yield, written as a fraction of the theoretical maximum amount of product (1.0 means a 100% yield; for example, 0.34 means a 34% yield). The reactants are [NH2:1][C:2]([CH3:7])([CH3:6])[C:3]([OH:5])=[O:4].S(Cl)(Cl)=O.[CH2:12](O)[CH3:13]. No catalyst specified. The product is [CH2:12]([O:4][C:3](=[O:5])[C:2]([NH2:1])([CH3:7])[CH3:6])[CH3:13]. The yield is 0.630.